From a dataset of Full USPTO retrosynthesis dataset with 1.9M reactions from patents (1976-2016). Predict the reactants needed to synthesize the given product. (1) Given the product [CH3:3][C:4]1[O:8][N:7]=[C:6]([C:9]2[CH:10]=[C:11]([CH:24]=[CH:25][CH:26]=2)[O:12][CH:13]([C:18]2[CH:19]=[CH:20][CH:21]=[CH:22][CH:23]=2)[C:14]([OH:16])=[O:15])[N:5]=1, predict the reactants needed to synthesize it. The reactants are: [OH-].[Na+].[CH3:3][C:4]1[O:8][N:7]=[C:6]([C:9]2[CH:10]=[C:11]([CH:24]=[CH:25][CH:26]=2)[O:12][CH:13]([C:18]2[CH:23]=[CH:22][CH:21]=[CH:20][CH:19]=2)[C:14]([O:16]C)=[O:15])[N:5]=1. (2) Given the product [F:32][C:28]1([F:31])[CH2:29][CH2:30][N:26]([C:22]2[N:21]=[C:20]([C:9]3[CH:10]=[C:11]4[CH:17]=[CH:16][NH:15][C:12]4=[N:13][CH:14]=3)[CH:25]=[N:24][CH:23]=2)[CH2:27]1, predict the reactants needed to synthesize it. The reactants are: CC1(C)C(C)(C)OB([C:9]2[CH:10]=[C:11]3[CH:17]=[CH:16][NH:15][C:12]3=[N:13][CH:14]=2)O1.Cl[C:20]1[CH:25]=[N:24][CH:23]=[C:22]([N:26]2[CH2:30][CH2:29][C:28]([F:32])([F:31])[CH2:27]2)[N:21]=1.C([O-])([O-])=O.[Cs+].[Cs+]. (3) Given the product [CH2:13]([O:15][C:16]1[CH:17]=[C:18]([CH:19]([OH:20])[C:2]2[CH:7]=[CH:6][CH:5]=[CH:4][N:3]=2)[CH:21]=[CH:22][C:23]=1[OH:24])[CH3:14], predict the reactants needed to synthesize it. The reactants are: Br[C:2]1[CH:7]=[CH:6][CH:5]=[CH:4][N:3]=1.C([Li])CCC.[CH2:13]([O:15][C:16]1[CH:17]=[C:18]([CH:21]=[CH:22][C:23]=1[OH:24])[CH:19]=[O:20])[CH3:14].O.